Dataset: Full USPTO retrosynthesis dataset with 1.9M reactions from patents (1976-2016). Task: Predict the reactants needed to synthesize the given product. (1) Given the product [Br:7][C:6]1[CH:1]=[CH:2][C:3]([C:21]2[CH:26]=[CH:25][CH:24]=[CH:23][CH:22]=2)=[C:4]([C:8]([F:11])([F:10])[F:9])[CH:5]=1, predict the reactants needed to synthesize it. The reactants are: [CH:1]1[C:6]([Br:7])=[CH:5][C:4]([C:8]([F:11])([F:10])[F:9])=[C:3](N)[CH:2]=1.C(ON=O)CCCC.[CH:21]1[CH:26]=[CH:25][CH:24]=[CH:23][CH:22]=1. (2) Given the product [CH:1]1([N:6]2[C:10]3[N:11]=[C:12]([NH:15][C:16]4[CH:21]=[CH:20][C:19]([N:22]5[CH2:27][CH2:26][N:25]([CH:36]6[CH2:38][CH2:37]6)[CH2:24][CH2:23]5)=[CH:18][N:17]=4)[N:13]=[CH:14][C:9]=3[C:8]3[CH:28]=[CH:29][N:30]=[CH:31][C:7]2=3)[CH2:2][CH2:3][CH2:4][CH2:5]1, predict the reactants needed to synthesize it. The reactants are: [CH:1]1([N:6]2[C:10]3[N:11]=[C:12]([NH:15][C:16]4[CH:21]=[CH:20][C:19]([N:22]5[CH2:27][CH2:26][NH:25][CH2:24][CH2:23]5)=[CH:18][N:17]=4)[N:13]=[CH:14][C:9]=3[C:8]3[CH:28]=[CH:29][N:30]=[CH:31][C:7]2=3)[CH2:5][CH2:4][CH2:3][CH2:2]1.O.C(O[C:36]1(O[Si](C)(C)C)[CH2:38][CH2:37]1)C.C([BH3-])#N.[Na+]. (3) Given the product [Cl:22][C:23]1[CH:24]=[C:25]([S:30]([NH:13][C:14]2[CH:19]=[CH:18][N:17]=[C:16]([Cl:20])[C:15]=2[OH:21])(=[O:32])=[O:31])[CH:26]=[C:27]([Cl:29])[CH:28]=1, predict the reactants needed to synthesize it. The reactants are: ClC1C=C(CS([NH:13][C:14]2[CH:19]=[CH:18][N:17]=[C:16]([Cl:20])[C:15]=2[OH:21])(=O)=O)C=C(Cl)C=1.[Cl:22][C:23]1[CH:24]=[C:25]([S:30](Cl)(=[O:32])=[O:31])[CH:26]=[C:27]([Cl:29])[CH:28]=1.ClC1C=C(CS(Cl)(=O)=O)C=C(Cl)C=1. (4) Given the product [CH2:37]([CH:40]1[CH:12]([N:15]2[CH2:19][CH2:18][C@@H:17]([NH:20][C:21](=[O:36])[CH2:22][NH:23][C:24](=[O:35])[C:25]3[CH:30]=[CH:29][CH:28]=[C:27]([C:31]([F:33])([F:32])[F:34])[CH:26]=3)[CH2:16]2)[CH2:11][CH2:10][O:42][CH2:41]1)[CH:38]=[CH2:39], predict the reactants needed to synthesize it. The reactants are: COC1N=CC(N2CC[CH:12]([N:15]3[CH2:19][CH2:18][C@@H:17]([NH:20][C:21](=[O:36])[CH2:22][NH:23][C:24](=[O:35])[C:25]4[CH:30]=[CH:29][CH:28]=[C:27]([C:31]([F:34])([F:33])[F:32])[CH:26]=4)[CH2:16]3)[CH2:11][CH2:10]2)=CC=1.[CH2:37]([CH:40]1C(=O)CC[O:42][CH2:41]1)[CH:38]=[CH2:39].COC1N=CC(N2CCC(=O)CC2)=CC=1. (5) Given the product [Cl:1][C:2]1[CH:8]=[CH:7][CH:6]=[C:5]([N+:9]([O-:11])=[O:10])[C:3]=1[I:16], predict the reactants needed to synthesize it. The reactants are: [Cl:1][C:2]1[CH:8]=[CH:7][CH:6]=[C:5]([N+:9]([O-:11])=[O:10])[C:3]=1N.N([O-])=O.[Na+].[I-:16].[K+]. (6) Given the product [CH2:1]([C:3]1[CH:8]=[C:7]([C:9]2[CH:13]=[N:12][NH:11][CH:10]=2)[CH:6]=[CH:5][C:4]=1[N:23]([CH3:34])[C:24]1[N:29]=[CH:28][C:27]2[N:30]=[CH:31][N:32]([CH3:33])[C:26]=2[CH:25]=1)[CH3:2], predict the reactants needed to synthesize it. The reactants are: [CH2:1]([C:3]1[CH:8]=[C:7]([C:9]2[CH:10]=[N:11][N:12](CC3C=CC(OC)=CC=3)[CH:13]=2)[CH:6]=[CH:5][C:4]=1[N:23]([CH3:34])[C:24]1[N:29]=[CH:28][C:27]2[N:30]=[CH:31][N:32]([CH3:33])[C:26]=2[CH:25]=1)[CH3:2].